This data is from Catalyst prediction with 721,799 reactions and 888 catalyst types from USPTO. The task is: Predict which catalyst facilitates the given reaction. (1) Reactant: [CH3:1][O:2][C:3]1[CH:4]=[C:5]2[C:10](=[CH:11][CH:12]=1)[CH:9]([CH2:13][C:14]1[CH:19]=[CH:18][C:17]([O:20][CH2:21][C:22]3[CH:27]=[CH:26][CH:25]=[CH:24][CH:23]=3)=[CH:16][CH:15]=1)[NH:8][CH2:7][CH2:6]2.[CH3:28][C:29]([CH3:31])=O.P([O-])(O)(O)=O.[Na+].C([BH3-])#N.[Na+]. Product: [CH3:1][O:2][C:3]1[CH:4]=[C:5]2[C:10](=[CH:11][CH:12]=1)[CH:9]([CH2:13][C:14]1[CH:19]=[CH:18][C:17]([O:20][CH2:21][C:22]3[CH:27]=[CH:26][CH:25]=[CH:24][CH:23]=3)=[CH:16][CH:15]=1)[N:8]([CH:29]([CH3:31])[CH3:28])[CH2:7][CH2:6]2. The catalyst class is: 5. (2) Reactant: [Br:1][C:2]1[CH:3]=[C:4]([C:31]([NH:33][CH2:34][CH2:35][CH2:36][CH2:37][CH2:38][CH2:39][CH2:40][CH2:41][C:42]2C=C[CH:45]=[CH:44][CH:43]=2)=[O:32])[CH:5]=[C:6]([C:21]2[CH:26]=[CH:25][CH:24]=[C:23]([C:27]([F:30])([F:29])[F:28])[CH:22]=2)[C:7]=1[O:8][CH2:9][CH2:10][NH:11][C:12]([NH:14]C(=O)C(Cl)(Cl)Cl)=[O:13].[OH-].[Na+]. Product: [CH2:34]([NH:33][C:31]([C:4]1[CH:5]=[C:6]([C:21]2[CH:26]=[CH:25][CH:24]=[C:23]([C:27]([F:30])([F:28])[F:29])[CH:22]=2)[C:7]([O:8][CH2:9][CH2:10][NH:11][C:12]([NH2:14])=[O:13])=[C:2]([Br:1])[CH:3]=1)=[O:32])[CH2:35][CH2:36][CH2:37][CH2:38][CH2:39][CH2:40][CH2:41][CH2:42][CH2:43][CH2:44][CH3:45]. The catalyst class is: 61. (3) Reactant: [Br:1][C:2]1[CH:7]=[CH:6][C:5]([C:8]([F:11])([F:10])[F:9])=[CH:4][C:3]=1I.[N:13]1[CH:18]=[CH:17][CH:16]=[C:15](B(O)O)[CH:14]=1.C(=O)([O-])[O-].[K+].[K+]. Product: [Br:1][C:2]1[CH:7]=[CH:6][C:5]([C:8]([F:11])([F:10])[F:9])=[CH:4][C:3]=1[C:15]1[CH:14]=[N:13][CH:18]=[CH:17][CH:16]=1. The catalyst class is: 70. (4) Reactant: C(N(CC)[C:4](=[O:11])[C:5]1[CH:10]=[CH:9][CH:8]=[N:7][CH:6]=1)C.P(Cl)(Cl)(Cl)=O.[Br:19][C:20]1[S:24][C:23]2=[CH:25][N:26]=[CH:27][N:22]2[CH:21]=1.C([O-])(=O)C.[Na+]. Product: [Br:19][C:20]1[S:24][C:23]2=[C:25]([C:4]([C:5]3[CH:6]=[N:7][CH:8]=[CH:9][CH:10]=3)=[O:11])[N:26]=[CH:27][N:22]2[CH:21]=1. The catalyst class is: 641. (5) Reactant: [CH2:1]([S:3](Cl)(=[O:5])=[O:4])[CH3:2].Cl.[Br:8][C:9]1[CH:10]=[C:11]2[C:15](=[C:16]([C:18]([NH2:20])=[O:19])[CH:17]=1)[NH:14][CH:13]=[C:12]2[CH:21]1[CH2:26][CH2:25][NH:24][CH2:23][CH2:22]1.C(N(CC)CC)C.CCOC(C)=O.O. Product: [Br:8][C:9]1[CH:10]=[C:11]2[C:15](=[C:16]([C:18]([NH2:20])=[O:19])[CH:17]=1)[NH:14][CH:13]=[C:12]2[CH:21]1[CH2:26][CH2:25][N:24]([S:3]([CH2:1][CH3:2])(=[O:5])=[O:4])[CH2:23][CH2:22]1. The catalyst class is: 3. (6) Reactant: [Cl:1][C:2]1[C:20]([C:21]([F:24])([F:23])[F:22])=[CH:19][CH:18]=[CH:17][C:3]=1[C:4]([NH:6][CH2:7][C:8]1[S:9][CH:10]=[CH:11][C:12]=1[CH2:13][N:14]([CH3:16])[CH3:15])=O.COC1C=CC(P2(SP(C3C=CC(OC)=CC=3)(=S)S2)=[S:34])=CC=1. Product: [Cl:1][C:2]1[C:20]([C:21]([F:24])([F:23])[F:22])=[CH:19][CH:18]=[CH:17][C:3]=1[C:4](=[S:34])[NH:6][CH2:7][C:8]1[S:9][CH:10]=[CH:11][C:12]=1[CH2:13][N:14]([CH3:16])[CH3:15]. The catalyst class is: 11. (7) Reactant: C[O:2][C:3]([C:5]1[O:6][C:7]([CH3:26])=[C:8]([CH2:10][O:11][C:12]2[CH:17]=[CH:16][C:15]([C:18]3[CH:23]=[CH:22][C:21]([O:24][CH3:25])=[CH:20][N:19]=3)=[CH:14][CH:13]=2)[CH:9]=1)=[O:4]. Product: [CH3:25][O:24][C:21]1[CH:22]=[CH:23][C:18]([C:15]2[CH:16]=[CH:17][C:12]([O:11][CH2:10][C:8]3[CH:9]=[C:5]([C:3]([OH:4])=[O:2])[O:6][C:7]=3[CH3:26])=[CH:13][CH:14]=2)=[N:19][CH:20]=1. The catalyst class is: 7.